Dataset: Full USPTO retrosynthesis dataset with 1.9M reactions from patents (1976-2016). Task: Predict the reactants needed to synthesize the given product. (1) Given the product [C:9]1([C@@H:7]2[CH2:8][C@H:6]2[C:4]([OH:5])=[O:3])[CH:14]=[CH:13][CH:12]=[CH:11][CH:10]=1, predict the reactants needed to synthesize it. The reactants are: C([O:3][C:4]([C@@H:6]1[CH2:8][C@H:7]1[C:9]1[CH:14]=[CH:13][CH:12]=[CH:11][CH:10]=1)=[O:5])C.[OH-].[K+].O. (2) Given the product [C:24]([O:1][C:2]1[CH:7]=[CH:6][C:5]([C:8]2[O:9][C:10]3[C:16]([CH3:17])=[CH:15][C:14]([O:18][C:19](=[O:22])[CH3:20])=[CH:13][C:11]=3[CH:12]=2)=[CH:4][CH:3]=1)(=[O:26])[CH3:25], predict the reactants needed to synthesize it. The reactants are: [OH:1][C:2]1[CH:7]=[CH:6][C:5]([C:8]2[O:9][C:10]3[C:16]([CH3:17])=[CH:15][C:14]([OH:18])=[CH:13][C:11]=3[CH:12]=2)=[CH:4][CH:3]=1.[C:19]([O-:22])(=O)[CH3:20].[Na+].[C:24](OC(=O)C)(=[O:26])[CH3:25].C(=O)(O)[O-].[Na+]. (3) Given the product [O:10]1[CH:14]=[CH:13][CH:12]=[C:11]1[CH2:15][CH2:16][C:17]1[CH:22]=[CH:21][C:20]([CH2:23][C:24]2[CH:2]=[C:1]([C:3]3[C:4]([NH2:9])=[N:5][CH:6]=[CH:7][CH:8]=3)[O:26][N:25]=2)=[CH:19][CH:18]=1, predict the reactants needed to synthesize it. The reactants are: [C:1]([C:3]1[C:4]([NH2:9])=[N:5][CH:6]=[CH:7][CH:8]=1)#[CH:2].[O:10]1[CH:14]=[CH:13][CH:12]=[C:11]1[CH2:15][CH2:16][C:17]1[CH:22]=[CH:21][C:20]([CH2:23][C:24](Cl)=[N:25][OH:26])=[CH:19][CH:18]=1.C(N(CC)CC)C. (4) Given the product [Cl:30][C:23]1[CH:22]=[C:21]([C:18]2[CH:19]=[CH:20][N:16]([CH2:15][C@@H:14]([NH:13][C:10]([C:2]3[N:1]=[C:5]4[N:6]=[CH:7][CH:8]=[CH:9][N:4]4[CH:3]=3)=[O:12])[CH3:31])[N:17]=2)[CH:28]=[C:27]([F:29])[C:24]=1[C:25]#[N:26], predict the reactants needed to synthesize it. The reactants are: [N:1]1[C:2]([C:10]([OH:12])=O)=[CH:3][N:4]2[CH:9]=[CH:8][CH:7]=[N:6][C:5]=12.[NH2:13][C@@H:14]([CH3:31])[CH2:15][N:16]1[CH:20]=[CH:19][C:18]([C:21]2[CH:28]=[C:27]([F:29])[C:24]([C:25]#[N:26])=[C:23]([Cl:30])[CH:22]=2)=[N:17]1.